Dataset: Forward reaction prediction with 1.9M reactions from USPTO patents (1976-2016). Task: Predict the product of the given reaction. (1) Given the reactants [H-].[Na+].[CH2:3]([N:7]1[C:11]([C:12]2[CH:17]=[CH:16][N:15]=[CH:14][CH:13]=2)=[C:10]([C:18]([O:20]CC)=O)[CH:9]=[N:8]1)[CH:4]([CH3:6])[CH3:5].O[N:24]=[C:25]([C:27]1[CH:28]=[C:29]2[C:33](=[CH:34][CH:35]=1)[NH:32][N:31]=[CH:30]2)[NH2:26].O, predict the reaction product. The product is: [CH2:3]([N:7]1[C:11]([C:12]2[CH:13]=[CH:14][N:15]=[CH:16][CH:17]=2)=[C:10]([C:18]2[O:20][N:24]=[C:25]([C:27]3[CH:28]=[C:29]4[C:33](=[CH:34][CH:35]=3)[NH:32][N:31]=[CH:30]4)[N:26]=2)[CH:9]=[N:8]1)[CH:4]([CH3:5])[CH3:6]. (2) Given the reactants N[C:2]1[C:10]([O:11][CH3:12])=[CH:9][C:8]([Br:13])=[CH:7][C:3]=1[C:4]([OH:6])=[O:5].Cl.N([O-])=O.[Na+].O[PH2]=O, predict the reaction product. The product is: [Br:13][C:8]1[CH:7]=[C:3]([CH:2]=[C:10]([O:11][CH3:12])[CH:9]=1)[C:4]([OH:6])=[O:5]. (3) Given the reactants Cl[CH2:2][C:3]([C:5]1[CH:6]=[C:7]2[C:12](=[CH:13][CH:14]=1)[NH:11][C:10](=[O:15])[CH2:9][CH2:8]2)=[O:4].[S:16]1[CH:20]=[CH:19][CH:18]=[C:17]1[C:21]1[CH2:26][CH2:25][NH:24][CH2:23][CH:22]=1.C(N(CC)CC)C.O, predict the reaction product. The product is: [S:16]1[CH:20]=[CH:19][CH:18]=[C:17]1[C:21]1[CH2:26][CH2:25][N:24]([CH2:2][C:3]([C:5]2[CH:6]=[C:7]3[C:12](=[CH:13][CH:14]=2)[NH:11][C:10](=[O:15])[CH2:9][CH2:8]3)=[O:4])[CH2:23][CH:22]=1. (4) Given the reactants [S:1]1[CH:5]=[CH:4][C:3]2[CH:6]=[C:7]([CH2:10][S:11]([NH:14][C@H:15]([CH2:20][N:21]3[CH:25]=[CH:24][CH:23]=[N:22]3)[C:16]([NH:18][OH:19])=[O:17])(=[O:13])=[O:12])[CH:8]=[CH:9][C:2]1=2.S1C=CC2C=C(CS(N[C@H](CN3C=CC=N3)C(O)=O)(=O)=O)C=CC1=2.C1C=NC2N(O)N=NC=2C=1.Cl.NO.CN1CCOCC1.NO, predict the reaction product. The product is: [S:1]1[CH:5]=[CH:4][C:3]2[CH:6]=[C:7]([CH2:10][S:11]([NH:14][C@H:15]([CH2:20][N:21]3[CH:25]=[CH:24][CH:23]=[N:22]3)[C:16]([NH:18][OH:19])=[O:17])(=[O:13])=[O:12])[CH:8]=[CH:9][C:2]1=2. (5) Given the reactants [F:1][C:2]1[C:3](I)=[CH:4][C:5]([CH3:15])=[C:6]([C:8]2[CH:13]=[CH:12][N:11]=[C:10]([CH3:14])[CH:9]=2)[CH:7]=1.[Cl-].[C:18]([O:22][C:23](=[O:26])[CH2:24][Zn+])([CH3:21])([CH3:20])[CH3:19], predict the reaction product. The product is: [F:1][C:2]1[CH:7]=[C:6]([C:8]2[CH:13]=[CH:12][N:11]=[C:10]([CH3:14])[CH:9]=2)[C:5]([CH3:15])=[CH:4][C:3]=1[CH2:24][C:23]([O:22][C:18]([CH3:21])([CH3:20])[CH3:19])=[O:26]. (6) Given the reactants Cl[CH2:2][C:3]([O:5][CH:6]1[CH:10]2[O:11][C:12](=[O:22])[CH:13]3[CH:14]([C:15]([O:17][C:18]([CH3:21])([CH3:20])[CH3:19])=[O:16])[CH:7]1[CH2:8][CH:9]23)=[O:4].[C:23]([OH:28])(=[O:27])[C:24]([CH3:26])=[CH2:25].[I-].[Na+].C(N(CC)CC)C, predict the reaction product. The product is: [C:23]([O:28][CH2:2][C:3]([O:5][CH:6]1[CH:10]2[O:11][C:12](=[O:22])[CH:13]3[CH:14]([C:15]([O:17][C:18]([CH3:21])([CH3:20])[CH3:19])=[O:16])[CH:7]1[CH2:8][CH:9]23)=[O:4])(=[O:27])[C:24]([CH3:26])=[CH2:25]. (7) Given the reactants [CH3:1][O:2][C:3]1[CH:8]=[CH:7][C:6]([C:9]2[C:18]3[C:13](=[CH:14][CH:15]=[CH:16][CH:17]=3)[C:12]([NH:19][C:20]3[CH:25]=[CH:24][C:23]([OH:26])=[CH:22][CH:21]=3)=[N:11][N:10]=2)=[CH:5][CH:4]=1.C(=O)([O-])[O-].[Cs+].[Cs+].Cl[C:34]1[CH:35]=[CH:36][N:37]=[C:38]2[C:43]=1[N:42]=[CH:41][C:40]([O:44][CH3:45])=[CH:39]2, predict the reaction product. The product is: [CH3:45][O:44][C:40]1[CH:39]=[C:38]2[C:43]([C:34]([O:26][C:23]3[CH:22]=[CH:21][C:20]([NH:19][C:12]4[C:13]5[C:18](=[CH:17][CH:16]=[CH:15][CH:14]=5)[C:9]([C:6]5[CH:5]=[CH:4][C:3]([O:2][CH3:1])=[CH:8][CH:7]=5)=[N:10][N:11]=4)=[CH:25][CH:24]=3)=[CH:35][CH:36]=[N:37]2)=[N:42][CH:41]=1.